Task: Regression. Given two drug SMILES strings and cell line genomic features, predict the synergy score measuring deviation from expected non-interaction effect.. Dataset: NCI-60 drug combinations with 297,098 pairs across 59 cell lines Drug 1: C1CCN(CC1)CCOC2=CC=C(C=C2)C(=O)C3=C(SC4=C3C=CC(=C4)O)C5=CC=C(C=C5)O. Drug 2: C1CCC(CC1)NC(=O)N(CCCl)N=O. Cell line: LOX IMVI. Synergy scores: CSS=44.8, Synergy_ZIP=-1.98, Synergy_Bliss=-1.70, Synergy_Loewe=1.21, Synergy_HSA=1.30.